The task is: Regression. Given a peptide amino acid sequence and an MHC pseudo amino acid sequence, predict their binding affinity value. This is MHC class I binding data.. This data is from Peptide-MHC class I binding affinity with 185,985 pairs from IEDB/IMGT. The peptide sequence is LLFRSIISI. The MHC is HLA-B51:01 with pseudo-sequence HLA-B51:01. The binding affinity (normalized) is 0.0847.